This data is from Forward reaction prediction with 1.9M reactions from USPTO patents (1976-2016). The task is: Predict the product of the given reaction. (1) Given the reactants [F:1][C:2]1[CH:26]=[CH:25][C:5]([C:6]([NH:8][C@H:9]([C:16]([N:18]2[CH2:23][CH2:22][N:21]([CH3:24])[CH2:20][CH2:19]2)=[O:17])[CH2:10][CH2:11][CH2:12][C:13]([OH:15])=O)=[O:7])=[CH:4][CH:3]=1.CN(C(ON1N=NC2C=CC=NC1=2)=[N+](C)C)C.F[P-](F)(F)(F)(F)F.CCN(C(C)C)C(C)C.[F:60][C:61]1[CH:66]=[CH:65][C:64]([C@@H:67]2[CH2:69][C@H:68]2[NH2:70])=[CH:63][CH:62]=1, predict the reaction product. The product is: [F:1][C:2]1[CH:26]=[CH:25][C:5]([C:6]([NH:8][C@@H:9]([CH2:10][CH2:11][CH2:12][C:13]([NH:70][C@@H:68]2[CH2:69][C@H:67]2[C:64]2[CH:65]=[CH:66][C:61]([F:60])=[CH:62][CH:63]=2)=[O:15])[C:16]([N:18]2[CH2:23][CH2:22][N:21]([CH3:24])[CH2:20][CH2:19]2)=[O:17])=[O:7])=[CH:4][CH:3]=1. (2) Given the reactants [O:1]1[CH2:3][CH2:2]1.Cl.Cl.[NH2:6][C:7]1[N:12]=[CH:11][N:10]=[C:9]2[N:13]([CH:17]([C:19]3[CH:20]=[C:21]([Cl:33])[C:22]([C:31]#[N:32])=[C:23]4[C:29]=3[O:28][CH:27](C)[CH2:26]NC4)[CH3:18])[N:14]=[C:15]([CH3:16])[C:8]=12.[CH2:34](N(CC)CC)C.[CH3:41][N:42]([CH3:45])[CH:43]=O, predict the reaction product. The product is: [NH2:6][C:7]1[N:12]=[CH:11][N:10]=[C:9]2[N:13]([CH:17]([C:19]3[CH:20]=[C:21]([Cl:33])[C:22]([C:31]#[N:32])=[C:23]4[C:29]=3[O:28][CH:27]([CH3:26])[CH2:43][N:42]([CH2:45][C:3]([OH:1])([CH3:2])[CH3:34])[CH2:41]4)[CH3:18])[N:14]=[C:15]([CH3:16])[C:8]=12. (3) Given the reactants [C:1]([O:5][C:6]([N:8]1[CH2:13][CH2:12][C:11]2[N:14]([CH2:25][CH:26]3[CH2:28][O:27]3)[N:15]=[C:16]([C:17]3[CH:22]=[CH:21][C:20]([Cl:23])=[C:19]([CH3:24])[CH:18]=3)[C:10]=2[CH2:9]1)=[O:7])([CH3:4])([CH3:3])[CH3:2].[C:29]([C:31]1[CH:36]=[CH:35][CH:34]=[CH:33][C:32]=1[N:37]1[CH2:42][CH2:41][NH:40][CH2:39][CH2:38]1)#[N:30], predict the reaction product. The product is: [C:1]([O:5][C:6]([N:8]1[CH2:13][CH2:12][C:11]2[N:14]([CH2:25][CH:26]([OH:27])[CH2:28][N:40]3[CH2:39][CH2:38][N:37]([C:32]4[CH:33]=[CH:34][CH:35]=[CH:36][C:31]=4[C:29]#[N:30])[CH2:42][CH2:41]3)[N:15]=[C:16]([C:17]3[CH:22]=[CH:21][C:20]([Cl:23])=[C:19]([CH3:24])[CH:18]=3)[C:10]=2[CH2:9]1)=[O:7])([CH3:2])([CH3:3])[CH3:4].